Dataset: Forward reaction prediction with 1.9M reactions from USPTO patents (1976-2016). Task: Predict the product of the given reaction. (1) Given the reactants C([O:4][C@H:5]1[C@H:11]([O:12]C(=O)C)[C@@H:10]([O:16]C(=O)C)[C@:9]2([C:21]3[CH:26]=[CH:25][C:24]([Cl:27])=[C:23]([CH2:28][C:29]4[CH:34]=[CH:33][C:32]([C:35]#[N:36])=[CH:31][CH:30]=4)[CH:22]=3)[O:20][C@@:6]1([CH2:37][O:38]C(=O)C)[CH2:7][O:8]2)(=O)C.O.[OH-].[Li+], predict the reaction product. The product is: [Cl:27][C:24]1[CH:25]=[CH:26][C:21]([C@@:9]23[O:20][C@@:6]([CH2:37][OH:38])([CH2:7][O:8]2)[C@@H:5]([OH:4])[C@H:11]([OH:12])[C@H:10]3[OH:16])=[CH:22][C:23]=1[CH2:28][C:29]1[CH:30]=[CH:31][C:32]([C:35]#[N:36])=[CH:33][CH:34]=1. (2) Given the reactants [Cl:1][C:2]1[C:3]([CH:12]([CH3:14])[CH3:13])=[C:4]([C:7]([OH:11])=[C:8]([CH3:10])[CH:9]=1)[CH:5]=O.C([O-])([O-])=O.[K+].[K+].[F:21][C:22]([F:31])([F:30])/[CH:23]=[CH:24]/[C:25]([O:27][CH2:28][CH3:29])=[O:26].Cl, predict the reaction product. The product is: [Cl:1][C:2]1[C:3]([CH:12]([CH3:14])[CH3:13])=[C:4]2[C:7](=[C:8]([CH3:10])[CH:9]=1)[O:11][CH:23]([C:22]([F:21])([F:31])[F:30])[C:24]([C:25]([O:27][CH2:28][CH3:29])=[O:26])=[CH:5]2. (3) Given the reactants I[C:2]1[CH:3]=[C:4]([C:22]([O:24]C)=O)[C:5]([O:8][C:9]2[CH:14]=[CH:13][C:12]([O:15][C:16]3[CH:21]=[CH:20][CH:19]=[CH:18][CH:17]=3)=[CH:11][CH:10]=2)=[N:6][CH:7]=1.[NH2:26][CH:27]1[CH2:32][CH2:31][CH2:30][N:29]([C:33](OC(C)(C)C)=O)[CH2:28]1.[NH3:40].[N:41]#CBr, predict the reaction product. The product is: [C:33]([N:29]1[CH2:30][CH2:31][CH2:32][CH:27]([NH:26][C:2]2[CH:3]=[C:4]([C:22]([NH2:41])=[O:24])[C:5]([O:8][C:9]3[CH:14]=[CH:13][C:12]([O:15][C:16]4[CH:21]=[CH:20][CH:19]=[CH:18][CH:17]=4)=[CH:11][CH:10]=3)=[N:6][CH:7]=2)[CH2:28]1)#[N:40].